From a dataset of Full USPTO retrosynthesis dataset with 1.9M reactions from patents (1976-2016). Predict the reactants needed to synthesize the given product. (1) Given the product [C:1]([O:5][N:6]=[C:7]1[C:16]2[C:11](=[CH:12][C:13]([C:17]#[C:18][CH2:19][N:55]3[CH2:56][CH2:57][N:52]([CH3:51])[CH2:53][CH2:54]3)=[CH:14][CH:15]=2)[O:10][C:9]([C:21]2[N:22]=[CH:23][C:24]3[C:29]([CH:30]=2)=[CH:28][CH:27]=[CH:26][CH:25]=3)=[CH:8]1)([CH3:3])([CH3:4])[CH3:2], predict the reactants needed to synthesize it. The reactants are: [C:1]([O:5][N:6]=[C:7]1[C:16]2[C:11](=[CH:12][C:13]([C:17]#[C:18][CH2:19]O)=[CH:14][CH:15]=2)[O:10][C:9]([C:21]2[N:22]=[CH:23][C:24]3[C:29]([CH:30]=2)=[CH:28][CH:27]=[CH:26][CH:25]=3)=[CH:8]1)([CH3:4])([CH3:3])[CH3:2].C(N(CC)CC)C.CS(Cl)(=O)=O.[Cl-].[NH4+].C(=O)([O-])[O-].[K+].[K+].[CH3:51][N:52]1[CH2:57][CH2:56][NH:55][CH2:54][CH2:53]1. (2) Given the product [Br:1][C:2]1[CH:7]=[CH:6][C:5]([O:8][C:12]2[C:13]3[CH:29]=[CH:28][C:27]([O:30][CH3:31])=[CH:26][C:14]=3[S:15](=[O:25])[C:16]=2[C:17]2[CH:22]=[CH:21][C:20]([O:23][CH3:24])=[CH:19][CH:18]=2)=[CH:4][CH:3]=1, predict the reactants needed to synthesize it. The reactants are: [Br:1][C:2]1[CH:7]=[CH:6][C:5]([OH:8])=[CH:4][CH:3]=1.[H-].[Na+].Br[C:12]1[C:13]2[CH:29]=[CH:28][C:27]([O:30][CH3:31])=[CH:26][C:14]=2[S:15](=[O:25])[C:16]=1[C:17]1[CH:22]=[CH:21][C:20]([O:23][CH3:24])=[CH:19][CH:18]=1. (3) Given the product [C:20]([C:23]1[O:27][N:26]=[C:25]([C:28]([NH:1][C@H:2]([CH3:19])[CH2:3][N:4]2[CH:8]=[CH:7][C:6]([C:9]3[CH:10]=[C:11]([F:18])[C:12]([C:13]#[N:14])=[C:15]([F:17])[CH:16]=3)=[N:5]2)=[O:29])[CH:24]=1)(=[O:22])[CH3:21], predict the reactants needed to synthesize it. The reactants are: [NH2:1][C@H:2]([CH3:19])[CH2:3][N:4]1[CH:8]=[CH:7][C:6]([C:9]2[CH:16]=[C:15]([F:17])[C:12]([C:13]#[N:14])=[C:11]([F:18])[CH:10]=2)=[N:5]1.[C:20]([C:23]1[O:27][N:26]=[C:25]([C:28](O)=[O:29])[CH:24]=1)(=[O:22])[CH3:21].